From a dataset of Reaction yield outcomes from USPTO patents with 853,638 reactions. Predict the reaction yield, written as a fraction of the theoretical maximum amount of product (1.0 means a 100% yield; for example, 0.34 means a 34% yield). (1) The reactants are [CH2:1]([C:3]([OH:36])([CH2:34][CH3:35])/[CH:4]=[CH:5]/[C:6]1[CH:11]=[CH:10][C:9]([C:12]([CH2:31][CH3:32])([C:15]2[CH:20]=[CH:19][C:18](B3OC(C)(C)C(C)(C)O3)=[C:17]([CH3:30])[CH:16]=2)[CH2:13][CH3:14])=[CH:8][C:7]=1[CH3:33])[CH3:2].[CH3:37][O:38][C:39](=[O:48])[CH2:40][C:41]1[CH:42]=[N:43][CH:44]=[C:45](Br)[CH:46]=1.P([O-])([O-])([O-])=O.[K+].[K+].[K+]. The catalyst is CN(C)C=O. The product is [CH3:37][O:38][C:39](=[O:48])[CH2:40][C:41]1[CH:42]=[N:43][CH:44]=[C:45]([C:18]2[CH:19]=[CH:20][C:15]([C:12]([CH2:13][CH3:14])([C:9]3[CH:10]=[CH:11][C:6](/[CH:5]=[CH:4]/[C:3]([CH2:34][CH3:35])([OH:36])[CH2:1][CH3:2])=[C:7]([CH3:33])[CH:8]=3)[CH2:31][CH3:32])=[CH:16][C:17]=2[CH3:30])[CH:46]=1. The yield is 0.710. (2) The reactants are [Cl:1][C:2]1[C:11]([CH2:12][C:13]#[N:14])=[CH:10][CH:9]=[CH:8][C:3]=1[C:4]([O:6][CH3:7])=[O:5].[H-].[Na+].Br[CH2:18][CH2:19]Br.[Cl-].[NH4+]. The catalyst is CS(C)=O. The product is [Cl:1][C:2]1[C:11]([C:12]2([C:13]#[N:14])[CH2:19][CH2:18]2)=[CH:10][CH:9]=[CH:8][C:3]=1[C:4]([O:6][CH3:7])=[O:5]. The yield is 0.600. (3) The reactants are [C:1]1([C:7]2[NH:8][C:9]3[C:14]([CH:15]=2)=[CH:13][CH:12]=[CH:11][CH:10]=3)[CH:6]=[CH:5][CH:4]=[CH:3][CH:2]=1.I[C:17]1[CH:18]=[C:19]([CH3:24])[CH:20]=[C:21](C)[CH:22]=1.[O-]P([O-])([O-])=O.[K+].[K+].[K+].[C@@H]1(N)CCCC[C@H]1N. The catalyst is [Cu]I.CCCCCC.C(OCC)(=O)C.O1CCOCC1. The product is [CH3:24][C:19]1[CH:20]=[CH:21][C:22]([N:8]2[C:9]3[C:14](=[CH:13][CH:12]=[CH:11][CH:10]=3)[CH:15]=[C:7]2[C:1]2[CH:6]=[CH:5][CH:4]=[CH:3][CH:2]=2)=[CH:17][CH:18]=1. The yield is 0.740. (4) The reactants are [CH3:1][C:2]1[N:6]([CH2:7][C:8]2[CH:13]=[CH:12][C:11]([CH3:14])=[CH:10][CH:9]=2)[N:5]=[C:4]([C:15]([OH:17])=O)[CH:3]=1.N1(OC(N(C)C)=[N+](C)C)[C:22]2[N:23]=[CH:24][CH:25]=[CH:26][C:21]=2N=N1.F[P-](F)(F)(F)(F)F.C(N([CH2:47][CH3:48])CC)C.O.CN([CH:53]=[O:54])C. No catalyst specified. The product is [OH:54][CH2:53][C@H:24]([NH:23][C:15]([C:4]1[CH:3]=[C:2]([CH3:1])[N:6]([CH2:7][C:8]2[CH:9]=[CH:10][C:11]([CH3:14])=[CH:12][CH:13]=2)[N:5]=1)=[O:17])[C:25]1[CH:26]=[CH:21][CH:22]=[CH:48][CH:47]=1. The yield is 0.970. (5) The reactants are [C:1]1([P:7]([C:15]2[CH:20]=[CH:19][CH:18]=[CH:17][CH:16]=2)[C:8]2[N:13]=[C:12]([NH2:14])[CH:11]=[CH:10][CH:9]=2)[CH:6]=[CH:5][CH:4]=[CH:3][CH:2]=1.C(N(CC)CC)C.[C:28](OC(=O)C)(=[O:30])[CH3:29]. The catalyst is ClCCl.CN(C1C=CN=CC=1)C. The product is [C:15]1([P:7]([C:1]2[CH:2]=[CH:3][CH:4]=[CH:5][CH:6]=2)[C:8]2[N:13]=[C:12]([NH:14][C:28](=[O:30])[CH3:29])[CH:11]=[CH:10][CH:9]=2)[CH:16]=[CH:17][CH:18]=[CH:19][CH:20]=1. The yield is 0.639. (6) The reactants are [C:1]([C:5]1[CH:9]=[C:8]([NH:10][C:11]([O:13]C2C=CC=CC=2)=O)[N:7]([CH2:20][C:21]([O:23][CH2:24][CH3:25])=[O:22])[N:6]=1)([CH3:4])([CH3:3])[CH3:2].[CH3:26][O:27][C:28]1[CH:29]=[C:30]2[C:35](=[CH:36][C:37]=1[O:38][CH2:39][CH2:40][O:41][CH3:42])[N:34]=[CH:33][N:32]=[C:31]2[S:43][C:44]1[CH:45]=[C:46]([CH:48]=[CH:49][CH:50]=1)[NH2:47].C(N(CC)C(C)C)(C)C. The catalyst is C1COCC1. The product is [C:1]([C:5]1[CH:9]=[C:8]([NH:10][C:11]([NH:47][C:46]2[CH:48]=[CH:49][CH:50]=[C:44]([S:43][C:31]3[C:30]4[C:35](=[CH:36][C:37]([O:38][CH2:39][CH2:40][O:41][CH3:42])=[C:28]([O:27][CH3:26])[CH:29]=4)[N:34]=[CH:33][N:32]=3)[CH:45]=2)=[O:13])[N:7]([CH2:20][C:21]([O:23][CH2:24][CH3:25])=[O:22])[N:6]=1)([CH3:2])([CH3:3])[CH3:4]. The yield is 0.290. (7) The reactants are [Si:1]([O:8][C:9]1[CH:10]=[C:11]([CH:14]=[CH:15][CH:16]=1)[CH:12]=O)([C:4]([CH3:7])([CH3:6])[CH3:5])([CH3:3])[CH3:2].Cl.[NH2:18][C:19]1([C:23]([O:25][CH2:26][CH3:27])=[O:24])[CH2:22][CH2:21][CH2:20]1. No catalyst specified. The product is [Si:1]([O:8][C:9]1[CH:10]=[C:11]([CH:14]=[CH:15][CH:16]=1)[CH2:12][NH:18][C:19]1([C:23]([O:25][CH2:26][CH3:27])=[O:24])[CH2:22][CH2:21][CH2:20]1)([C:4]([CH3:7])([CH3:6])[CH3:5])([CH3:3])[CH3:2]. The yield is 0.770. (8) The reactants are [CH3:1][C:2]1[C:16](=[O:17])[N:15]=[C:14]2[N:4]([C@@H:5]3[O:9][C@H:8]([CH2:10][OH:11])[C@@H:7]([OH:12])[C@@H:6]3[O:13]2)[CH:3]=1.[CH3:18][O:19][CH2:20][CH2:21][O:22]B([O:22][CH2:21][CH2:20][O:19][CH3:18])[O:22][CH2:21][CH2:20][O:19][CH3:18]. The catalyst is COCCO. The product is [CH3:18][O:19][CH2:20][CH2:21][O:22][C@@H:6]1[C@H:7]([OH:12])[C@@H:8]([CH2:10][OH:11])[O:9][C@H:5]1[N:4]1[CH:3]=[C:2]([CH3:1])[C:16](=[O:17])[NH:15][C:14]1=[O:13]. The yield is 0.630.